This data is from Forward reaction prediction with 1.9M reactions from USPTO patents (1976-2016). The task is: Predict the product of the given reaction. (1) The product is: [I:2][C:3]1[CH:4]=[C:5]([CH:8]=[CH:9][CH:10]=1)[CH2:6][NH:7][CH2:21][C:22]([O:24][CH2:25][CH3:26])=[O:23]. Given the reactants Cl.[I:2][C:3]1[CH:4]=[C:5]([CH:8]=[CH:9][CH:10]=1)[CH2:6][NH2:7].C(N(C(C)C)CC)(C)C.Br[CH2:21][C:22]([O:24][CH2:25][CH3:26])=[O:23].Cl, predict the reaction product. (2) Given the reactants [Li]CCCC.Br[C:7]1[N:11]([CH3:12])[C:10]([CH3:13])=[N:9][CH:8]=1.[Cl:14][C:15]1[C:24]2[C:19](=[CH:20][CH:21]=[C:22]([C:25]([C:27]3[N:31]([CH3:32])[C:30]([CH3:33])=[N:29][CH:28]=3)=[O:26])[CH:23]=2)[N:18]=[C:17]([O:34][CH3:35])[C:16]=1[CH2:36][N:37]1[CH2:40][CH:39]([C:41]([F:44])([F:43])[F:42])[CH2:38]1, predict the reaction product. The product is: [Cl:14][C:15]1[C:24]2[C:19](=[CH:20][CH:21]=[C:22]([C:25]([C:27]3[N:31]([CH3:32])[C:30]([CH3:33])=[N:29][CH:28]=3)([C:7]3[N:11]([CH3:12])[C:10]([CH3:13])=[N:9][CH:8]=3)[OH:26])[CH:23]=2)[N:18]=[C:17]([O:34][CH3:35])[C:16]=1[CH2:36][N:37]1[CH2:40][CH:39]([C:41]([F:42])([F:43])[F:44])[CH2:38]1. (3) Given the reactants [C:1]([O:5][C:6]([C:8]1[S:9][C:10]([CH3:13])=[CH:11][CH:12]=1)=[O:7])([CH3:4])([CH3:3])[CH3:2].C1CCCCC1.[Br:20]N1C(=O)CCC1=O, predict the reaction product. The product is: [C:1]([O:5][C:6]([C:8]1[S:9][C:10]([CH2:13][Br:20])=[CH:11][CH:12]=1)=[O:7])([CH3:4])([CH3:3])[CH3:2]. (4) Given the reactants [F:1][C:2]([F:20])([F:19])[C:3]1[N:4]=[C:5]([CH:16]=[N:17]O)[N:6]([CH2:8][O:9][CH2:10][CH2:11][Si:12]([CH3:15])([CH3:14])[CH3:13])[CH:7]=1.C(OC(=O)C)(=O)C, predict the reaction product. The product is: [F:19][C:2]([F:1])([F:20])[C:3]1[N:4]=[C:5]([C:16]#[N:17])[N:6]([CH2:8][O:9][CH2:10][CH2:11][Si:12]([CH3:15])([CH3:13])[CH3:14])[CH:7]=1. (5) Given the reactants [CH3:13][C:12]([O:11][C:9](O[C:9]([O:11][C:12]([CH3:15])([CH3:14])[CH3:13])=[O:10])=[O:10])([CH3:15])[CH3:14].[CH2:16]([NH:23][C:24]([CH:26]1[CH2:29][C:28](=[O:30])[CH2:27]1)=O)C1C=CC=CC=1.CNC[C@@H]1C[C@H](O)C1.CCN(CC)CC, predict the reaction product. The product is: [OH:30][C@@H:28]1[CH2:29][C@H:26]([CH2:24][N:23]([CH3:16])[C:9](=[O:10])[O:11][C:12]([CH3:13])([CH3:14])[CH3:15])[CH2:27]1. (6) Given the reactants [Cl:1][C:2]1[C:7]([Cl:8])=[CH:6][CH:5]=[CH:4][C:3]=1[N:9]1[C:13]([NH:14][C:15](=O)[C:16]2[CH:21]=[CH:20][CH:19]=[CH:18][C:17]=2[CH3:22])=[C:12]2[CH2:24][S:25][CH2:26][C:11]2=[N:10]1.N, predict the reaction product. The product is: [Cl:1][C:2]1[C:7]([Cl:8])=[CH:6][CH:5]=[CH:4][C:3]=1[N:9]1[C:13]([NH:14][CH2:15][C:16]2[CH:21]=[CH:20][CH:19]=[CH:18][C:17]=2[CH3:22])=[C:12]2[CH2:24][S:25][CH2:26][C:11]2=[N:10]1. (7) Given the reactants [H-].[Na+].[CH3:3][C:4]1([CH3:11])[O:8][CH:7]([CH2:9][OH:10])[CH2:6][O:5]1.Br[C:13]1[N:18]=[C:17]([C:19]([OH:21])=[O:20])[CH:16]=[CH:15][CH:14]=1.O, predict the reaction product. The product is: [CH3:3][C:4]1([CH3:11])[O:8][CH:7]([CH2:9][O:10][C:13]2[N:18]=[C:17]([C:19]([OH:21])=[O:20])[CH:16]=[CH:15][CH:14]=2)[CH2:6][O:5]1. (8) Given the reactants [Cl:1][C:2]1[CH:3]=[CH:4][C:5]2[S:9][CH:8]=[C:7]([CH2:10][NH2:11])[C:6]=2[CH:12]=1.[S:13](N)([NH2:16])(=[O:15])=[O:14], predict the reaction product. The product is: [Cl:1][C:2]1[CH:3]=[CH:4][C:5]2[S:9][CH:8]=[C:7]([CH2:10][NH:11][S:13]([NH2:16])(=[O:15])=[O:14])[C:6]=2[CH:12]=1. (9) Given the reactants CS(O[CH2:6][CH:7]([NH:17][C:18]([O:20][CH2:21][C:22]1[CH:27]=[CH:26][CH:25]=[CH:24][CH:23]=1)=[O:19])[CH2:8][C:9]12[CH2:16][CH2:15][CH:12]([CH2:13][CH2:14]1)[CH2:11][CH2:10]2)(=O)=O.[NH2:28][CH3:29], predict the reaction product. The product is: [C:9]12([CH2:8][CH:7]([NH:17][C:18](=[O:19])[O:20][CH2:21][C:22]3[CH:27]=[CH:26][CH:25]=[CH:24][CH:23]=3)[CH2:6][NH:28][CH3:29])[CH2:16][CH2:15][CH:12]([CH2:13][CH2:14]1)[CH2:11][CH2:10]2.